Dataset: Full USPTO retrosynthesis dataset with 1.9M reactions from patents (1976-2016). Task: Predict the reactants needed to synthesize the given product. (1) The reactants are: [CH:1]1([CH2:5][OH:6])[CH2:4][CH2:3][CH2:2]1.[C:7]1([CH3:17])[CH:12]=[CH:11][C:10]([S:13](Cl)(=[O:15])=[O:14])=[CH:9][CH:8]=1. Given the product [CH:1]1([CH2:5][O:6][S:13]([C:10]2[CH:11]=[CH:12][C:7]([CH3:17])=[CH:8][CH:9]=2)(=[O:15])=[O:14])[CH2:4][CH2:3][CH2:2]1, predict the reactants needed to synthesize it. (2) Given the product [C:80]([C:84]1[CH:85]=[C:86]2[C:91](=[CH:92][CH:93]=1)[C:90](=[O:94])[N:89]([C:95]1[CH:100]=[CH:99][CH:98]=[C:97]([C:2]3[CH:3]=[C:4]([NH:10][C:11]4[CH:16]=[CH:15][C:14]([C@@H:17]5[CH2:21][CH2:20][N:19]([CH3:22])[CH2:18]5)=[CH:13][N:12]=4)[C:5](=[O:9])[N:6]([CH3:8])[N:7]=3)[C:96]=1[CH2:122][O:43][C:41](=[O:44])[CH3:42])[N:88]=[CH:87]2)([CH3:83])([CH3:81])[CH3:82], predict the reactants needed to synthesize it. The reactants are: Cl[C:2]1[CH:3]=[C:4]([NH:10][C:11]2[CH:16]=[CH:15][C:14]([C@@H:17]3[CH2:21][CH2:20][N:19]([CH3:22])[CH2:18]3)=[CH:13][N:12]=2)[C:5](=[O:9])[N:6]([CH3:8])[N:7]=1.B1(B2OC(C)(C)C(C)(C)O2)OC(C)(C)C(C)(C)O1.[C:41]([O-:44])(=[O:43])[CH3:42].[K+].CC(C1C=C(C(C)C)C(C2C=CC=CC=2P(C2CCCCC2)C2CCCCC2)=C(C(C)C)C=1)C.[C:80]([C:84]1[CH:85]=[C:86]2[C:91](=[CH:92][CH:93]=1)[C:90](=[O:94])[N:89]([C:95]1[CH:100]=[CH:99][CH:98]=[C:97](C3C=C(NC4C=CC([C@@H]5CCCN5C)=CN=4)C(=O)N(C)N=3)[C:96]=1[CH2:122]O)[N:88]=[CH:87]2)([CH3:83])([CH3:82])[CH3:81].C(=O)([O-])[O-].[K+].[K+].C1(P(C2CCCCC2)C2CCCCC2)CCCCC1. (3) Given the product [OH:1][C:2]1[CH:12]=[CH:11][C:5]([CH:6]([OH:10])[C:7]([O:9][CH2:13][CH3:14])=[O:8])=[CH:4][CH:3]=1, predict the reactants needed to synthesize it. The reactants are: [OH:1][C:2]1[CH:12]=[CH:11][C:5]([CH:6]([OH:10])[C:7]([OH:9])=[O:8])=[CH:4][CH:3]=1.[C:13]1(C)C=CC(S(O)(=O)=O)=C[CH:14]=1.C([O-])(O)=O.[Na+]. (4) Given the product [Cl-:17].[C:2]([CH:4]1[CH2:8][CH2:7][CH2:6][NH2+:5]1)#[C:3][CH3:16], predict the reactants needed to synthesize it. The reactants are: Cl.[C:2]([C@H:4]1[CH2:8][CH2:7][CH2:6][N:5]1C(OC(C)(C)C)=O)#[CH:3].[CH2:16](Cl)[Cl:17].CO.